This data is from Full USPTO retrosynthesis dataset with 1.9M reactions from patents (1976-2016). The task is: Predict the reactants needed to synthesize the given product. Given the product [Cl:1][C:2]1[N:7]=[C:6]([O:11][CH2:10][CH3:9])[CH:5]=[CH:4][N:3]=1, predict the reactants needed to synthesize it. The reactants are: [Cl:1][C:2]1[N:7]=[C:6](Cl)[CH:5]=[CH:4][N:3]=1.[CH3:9][CH2:10][O-:11].[Na+].